From a dataset of Forward reaction prediction with 1.9M reactions from USPTO patents (1976-2016). Predict the product of the given reaction. (1) The product is: [OH:11][C@@H:2]([C:3]([CH3:6])([CH3:5])[CH3:4])[C:7]([OH:9])=[O:8]. Given the reactants N[C@H:2]([C:7]([OH:9])=[O:8])[C:3]([CH3:6])([CH3:5])[CH3:4].N([O-])=[O:11].[Na+], predict the reaction product. (2) Given the reactants C(O[C:4]([C:6]1[N:7]([C@@H:23]([CH2:35][NH:36]C(OC(C)(C)C)=O)[CH2:24][O:25][Si:26]([CH3:34])([CH3:33])C(C)(C)C(C)C)[C:8]2[C:13]([CH:14]=1)=[CH:12][C:11]([O:15][CH2:16][C:17]1[CH:22]=[CH:21][CH:20]=[CH:19][CH:18]=1)=[CH:10][CH:9]=2)=[O:5])C.N1C=CN=C1.C[Si](Cl)(C)[C:51]([CH:54]([CH3:56])[CH3:55])([CH3:53])[CH3:52], predict the reaction product. The product is: [CH2:16]([O:15][C:11]1[CH:12]=[CH:13][C:8]2[N:7]3[C@H:23]([CH:24]([C:51]([CH3:53])([CH3:52])[CH:54]([CH3:56])[CH3:55])[O:25][SiH:26]([CH3:33])[CH3:34])[CH2:35][NH:36][C:4](=[O:5])[C:6]3=[CH:14][C:9]=2[CH:10]=1)[C:17]1[CH:22]=[CH:21][CH:20]=[CH:19][CH:18]=1. (3) Given the reactants N1C=CC=CC=1.[CH2:7]([C:9]([C:28]1[CH:33]=[CH:32][C:31]([OH:34])=[C:30]([CH3:35])[CH:29]=1)([C:12]1[CH:17]=[CH:16][C:15]([C:18]#[C:19][C:20]2([OH:26])[CH2:25][CH2:24][CH2:23][CH2:22][CH2:21]2)=[C:14]([CH3:27])[CH:13]=1)[CH2:10][CH3:11])[CH3:8].[F:36][C:37]([F:50])([F:49])[S:38](O[S:38]([C:37]([F:50])([F:49])[F:36])(=[O:40])=[O:39])(=[O:40])=[O:39], predict the reaction product. The product is: [CH2:7]([C:9]([C:28]1[CH:33]=[CH:32][C:31]([O:34][S:38]([C:37]([F:50])([F:49])[F:36])(=[O:40])=[O:39])=[C:30]([CH3:35])[CH:29]=1)([C:12]1[CH:17]=[CH:16][C:15]([C:18]#[C:19][C:20]2([OH:26])[CH2:25][CH2:24][CH2:23][CH2:22][CH2:21]2)=[C:14]([CH3:27])[CH:13]=1)[CH2:10][CH3:11])[CH3:8]. (4) The product is: [Cl:1][C:2]1[CH:3]=[C:4]([CH:8]([NH:11][C:12]([CH:14]2[CH2:19][CH2:18][N:17]([C:20]3[CH:25]=[CH:24][N:23]=[C:22]([NH:27][CH:28]([CH3:31])[CH2:29][OH:30])[CH:21]=3)[CH2:16][CH2:15]2)=[O:13])[CH2:9][OH:10])[CH:5]=[CH:6][CH:7]=1. Given the reactants [Cl:1][C:2]1[CH:3]=[C:4]([CH:8]([NH:11][C:12]([CH:14]2[CH2:19][CH2:18][N:17]([C:20]3[CH:25]=[CH:24][N:23]=[C:22](F)[CH:21]=3)[CH2:16][CH2:15]2)=[O:13])[CH2:9][OH:10])[CH:5]=[CH:6][CH:7]=1.[NH2:27][C@@H:28]([CH3:31])[CH2:29][OH:30], predict the reaction product.